Dataset: Forward reaction prediction with 1.9M reactions from USPTO patents (1976-2016). Task: Predict the product of the given reaction. (1) Given the reactants [O:1]1[CH:5]=[CH:4][CH2:3][NH:2]1.[CH3:6][Si]([C:10]#[CH:11])(C)C.C([N:15]([CH2:19]C)[CH:16]([CH3:18])C)(C)C.[C:21](=[O:24])([O-])[O-].[K+].[K+].C[Si]([N:31]=[N+:32]=[N-:33])(C)C, predict the reaction product. The product is: [N:15]1[CH:16]=[CH:18][CH:6]=[C:21]([O:24][C:3]2[CH2:4][CH2:5][O:1][N:2]=2)[CH:19]=1.[NH:31]1[CH:11]=[CH:10][N:33]=[N:32]1. (2) The product is: [CH3:9][Si:8]([CH3:11])([CH3:10])[C:5]1[CH:6]=[CH:7][C:2]([C:17]([OH:19])=[O:18])=[CH:3][CH:4]=1. Given the reactants Br[C:2]1[CH:7]=[CH:6][C:5]([Si:8]([CH3:11])([CH3:10])[CH3:9])=[CH:4][CH:3]=1.C([Li])CCC.[C:17](=[O:19])=[O:18], predict the reaction product.